Dataset: Full USPTO retrosynthesis dataset with 1.9M reactions from patents (1976-2016). Task: Predict the reactants needed to synthesize the given product. (1) Given the product [CH2:33]([O:32][CH2:31][CH2:30][NH:1][C:2]1[CH:22]=[C:21]([C:23]2[N:27]=[C:26]([CH3:28])[O:25][N:24]=2)[CH:20]=[CH:19][C:3]=1[CH2:4][NH:5][C:6](=[O:18])[C:7]1[CH:12]=[C:11]([O:13][CH3:14])[C:10]([CH3:15])=[C:9]([O:16][CH3:17])[CH:8]=1)[C:34]1[CH:39]=[CH:38][CH:37]=[CH:36][CH:35]=1, predict the reactants needed to synthesize it. The reactants are: [NH2:1][C:2]1[CH:22]=[C:21]([C:23]2[N:27]=[C:26]([CH3:28])[O:25][N:24]=2)[CH:20]=[CH:19][C:3]=1[CH2:4][NH:5][C:6](=[O:18])[C:7]1[CH:12]=[C:11]([O:13][CH3:14])[C:10]([CH3:15])=[C:9]([O:16][CH3:17])[CH:8]=1.Br[CH2:30][CH2:31][O:32][CH2:33][C:34]1[CH:39]=[CH:38][CH:37]=[CH:36][CH:35]=1.CC1ON=C(C2C=CC(CNC(=O)C3C=C(OC)C(C)=C(OC)C=3)=C(NCCOC3C=CC=CC=3)C=2)N=1. (2) Given the product [NH2:12][C:9]1[C:8]2[C:13]([CH2:16][O:17][C:18]3[CH:19]=[C:20]([CH:21]=[CH:22][CH:23]=3)[C:24]([NH:25][C:26]3[CH:31]=[CH:30][C:29]([Cl:32])=[CH:28][CH:27]=3)=[O:33])=[CH:14][S:15][C:7]=2[C:6]([C:4]([N:34]2[CH2:39][CH2:38][O:37][CH2:36][CH2:35]2)=[O:5])=[CH:11][N:10]=1, predict the reactants needed to synthesize it. The reactants are: C(O[C:4]([C:6]1[C:7]2[S:15][CH:14]=[C:13]([CH2:16][O:17][C:18]3[CH:23]=[CH:22][CH:21]=[C:20]([C:24](=[O:33])[NH:25][C:26]4[CH:31]=[CH:30][C:29]([Cl:32])=[CH:28][CH:27]=4)[CH:19]=3)[C:8]=2[C:9]([NH2:12])=[N:10][CH:11]=1)=[O:5])C.[NH:34]1[CH2:39][CH2:38][O:37][CH2:36][CH2:35]1. (3) Given the product [CH2:1]([O:3][C:4]([C:6]1[O:7][C:8]2[CH:15]=[CH:14][CH:13]=[C:12]([C:16]#[CH:17])[C:9]=2[C:10]=1[CH3:11])=[O:5])[CH3:2], predict the reactants needed to synthesize it. The reactants are: [CH2:1]([O:3][C:4]([C:6]1[O:7][C:8]2[CH:15]=[CH:14][CH:13]=[C:12]([C:16]#[C:17][Si](C)(C)C)[C:9]=2[C:10]=1[CH3:11])=[O:5])[CH3:2].[F-].C([N+](CCCC)(CCCC)CCCC)CCC. (4) Given the product [C:1]([O:5][C:6]([CH:7]1[CH:23]([C:19]2[CH:20]=[CH:21][CH:22]=[C:17]([Cl:16])[C:18]=2[F:34])[C:24]([C:25]#[N:26])([C:27]2[CH:32]=[CH:31][C:30]([F:33])=[CH:29][CH:28]=2)[CH:9]([CH2:10][C:11]([CH3:14])([CH3:13])[CH3:12])[NH:8]1)=[O:15])([CH3:4])([CH3:3])[CH3:2], predict the reactants needed to synthesize it. The reactants are: [C:1]([O:5][C:6](=[O:15])[CH2:7]/[N:8]=[CH:9]/[CH2:10][C:11]([CH3:14])([CH3:13])[CH3:12])([CH3:4])([CH3:3])[CH3:2].[Cl:16][C:17]1[C:18]([F:34])=[C:19](/[CH:23]=[C:24](/[C:27]2[CH:32]=[CH:31][C:30]([F:33])=[CH:29][CH:28]=2)\[C:25]#[N:26])[CH:20]=[CH:21][CH:22]=1.C(N(CC)CC)C.